From a dataset of Forward reaction prediction with 1.9M reactions from USPTO patents (1976-2016). Predict the product of the given reaction. (1) Given the reactants [Cl:1][C:2]1[CH:10]=[CH:9][C:8]([C:11]2[C:12]([C@@H:33]([NH:43][C:44](=[O:60])[CH2:45][N:46]3[C:50]4[C:51]([F:56])([F:55])[C@@H:52]5[CH2:54][C@@H:53]5[C:49]=4[C:48]([CH:57]([F:59])[F:58])=[N:47]3)[CH2:34][C:35]3[CH:40]=[C:39]([F:41])[CH:38]=[C:37]([F:42])[CH:36]=3)=[N:13][C:14]([C:17]#[C:18][C:19]3([O:22][Si](C(C)C)(C(C)C)C(C)C)[CH2:21][CH2:20]3)=[CH:15][CH:16]=2)=[C:7]2[C:3]=1[C:4]([NH:62][S:63]([CH3:66])(=[O:65])=[O:64])=[N:5][N:6]2[CH3:61].C(O)(=O)C.CCCC[N+](CCCC)(CCCC)CCCC.[F-], predict the reaction product. The product is: [Cl:1][C:2]1[CH:10]=[CH:9][C:8]([C:11]2[C:12]([C@@H:33]([NH:43][C:44](=[O:60])[CH2:45][N:46]3[C:50]4[C:51]([F:55])([F:56])[C@@H:52]5[CH2:54][C@@H:53]5[C:49]=4[C:48]([CH:57]([F:58])[F:59])=[N:47]3)[CH2:34][C:35]3[CH:40]=[C:39]([F:41])[CH:38]=[C:37]([F:42])[CH:36]=3)=[N:13][C:14]([C:17]#[C:18][C:19]3([OH:22])[CH2:21][CH2:20]3)=[CH:15][CH:16]=2)=[C:7]2[C:3]=1[C:4]([NH:62][S:63]([CH3:66])(=[O:64])=[O:65])=[N:5][N:6]2[CH3:61]. (2) Given the reactants [Cl:1][C:2]1[C:12]([CH:13]=O)=[CH:11][CH:10]=[C:9]([Si:15]([CH3:18])([CH3:17])[CH3:16])[C:3]=1[C:4]([NH:6][CH2:7][CH3:8])=[O:5].[N+:19]([CH3:22])([O-:21])=[O:20].[OH-].[Na+].Cl, predict the reaction product. The product is: [Cl:1][C:2]1[C:12](/[CH:13]=[CH:22]/[N+:19]([O-:21])=[O:20])=[CH:11][CH:10]=[C:9]([Si:15]([CH3:18])([CH3:17])[CH3:16])[C:3]=1[C:4]([NH:6][CH2:7][CH3:8])=[O:5]. (3) Given the reactants [CH2:1]([C:3]1([CH2:13][C:14]([C:16]([F:19])([F:18])[F:17])=[CH2:15])[C:12]2[C:7](=[CH:8][CH:9]=[CH:10][CH:11]=2)[CH2:6][CH2:5][CH2:4]1)[CH3:2].CC[C@H]1[C@H]2C[C@H]([C@H](OC3C4C(=CC=CC=4)C(O[C@H](C4C=CN=C5C=4C=C(OC)C=C5)[C@@H]4N5C[C@H](CC)[C@@H](CC5)C4)=NN=3)C3C=CN=C4C=3C=C([O:41]C)C=C4)N(CC2)C1.CC[C@@H]1[C@@H]2C[C@H]([C@@H](OC3C4C(=CC=CC=4)C(O[C@@H](C4C=CN=C5C=4C=C(OC)C=C5)[C@@H]4N5C[C@H](CC)[C@@H](CC5)C4)=NN=3)C3C=CN=C4C=3C=C(OC)C=C4)N(CC2)C1.S([O-])([O-])=O.[Na+].[Na+].[OH2:142], predict the reaction product. The product is: [CH2:1]([C:3]1([CH2:13][C:14]([OH:41])([C:16]([F:17])([F:18])[F:19])[CH2:15][OH:142])[C:12]2[C:7](=[CH:8][CH:9]=[CH:10][CH:11]=2)[CH2:6][CH2:5][CH2:4]1)[CH3:2].